Dataset: Full USPTO retrosynthesis dataset with 1.9M reactions from patents (1976-2016). Task: Predict the reactants needed to synthesize the given product. (1) Given the product [CH3:1][C:2]1([CH2:21][OH:22])[CH2:7][CH2:6][CH:5]([S:8]([C:11]2[CH:16]=[CH:15][CH:14]=[C:13]([C:17]([F:20])([F:18])[F:19])[CH:12]=2)(=[O:10])=[O:9])[CH2:4][CH2:3]1, predict the reactants needed to synthesize it. The reactants are: [CH3:1][C:2]1([C:21](OCC)=[O:22])[CH2:7][CH2:6][CH:5]([S:8]([C:11]2[CH:16]=[CH:15][CH:14]=[C:13]([C:17]([F:20])([F:19])[F:18])[CH:12]=2)(=[O:10])=[O:9])[CH2:4][CH2:3]1.[H-].[H-].[H-].[H-].[Li+].[Al+3]. (2) Given the product [CH3:34][N:35]([CH3:41])[C@H:36]1[CH2:40][CH2:39][N:38]([C:55](=[O:56])[CH2:54][CH2:53][C:49]2[N:48]([CH2:47][CH2:46][C:45]([O:44][CH2:42][CH3:43])=[O:58])[CH:52]=[CH:51][N:50]=2)[CH2:37]1, predict the reactants needed to synthesize it. The reactants are: C(N(C(C)C)CC)(C)C.CN(C(ON1N=NC2C=CC=CC1=2)=[N+](C)C)C.F[P-](F)(F)(F)(F)F.[CH3:34][N:35]([CH3:41])[C@H:36]1[CH2:40][CH2:39][NH:38][CH2:37]1.[CH2:42]([O:44][C:45](=[O:58])[CH2:46][CH2:47][N:48]1[CH:52]=[CH:51][N:50]=[C:49]1[CH2:53][CH2:54][C:55](O)=[O:56])[CH3:43]. (3) Given the product [CH3:5][O:4][C:2](=[O:3])[NH:6][CH2:7][C@@H:8]1[O:12][C:11](=[O:13])[N:10]([C:14]2[CH:15]=[C:16]3[C:20](=[C:21]([F:23])[CH:22]=2)[N:19]([CH:35]2[CH2:37][CH2:36]2)[C:18](=[O:28])[CH2:17]3)[CH2:9]1, predict the reactants needed to synthesize it. The reactants are: Cl[C:2]([O:4][CH3:5])=[O:3].[NH2:6][CH2:7][C@H:8]1[O:12][C:11](=[O:13])[N:10]([C:14]2[CH:15]=[C:16]3[C:20](=[C:21]([F:23])[CH:22]=2)[N:19](CC2CC2)[C:18](=[O:28])[CH2:17]3)[CH2:9]1.C(N([CH:35]([CH3:37])[CH3:36])CC)(C)C. (4) Given the product [N:34]1[CH:35]=[CH:36][CH:37]=[C:32]([N:28]2[C:29]3[C:25](=[CH:24][C:23]([O:22][C:19]4[N:18]=[CH:17][C:16]([N:12]5[C:11]6([C:38](=[O:39])[NH:5][C:3](=[O:4])[NH:2][C:9]6=[O:8])[CH2:15][CH2:14][CH2:13]5)=[CH:21][CH:20]=4)=[CH:31][CH:30]=3)[CH:26]=[N:27]2)[CH:33]=1, predict the reactants needed to synthesize it. The reactants are: [Na].[NH2:2][C:3]([NH2:5])=[O:4].C([O:8][C:9]([C:11]1([C:38](OCC)=[O:39])[CH2:15][CH2:14][CH2:13][N:12]1[C:16]1[CH:17]=[N:18][C:19]([O:22][C:23]2[CH:24]=[C:25]3[C:29](=[CH:30][CH:31]=2)[N:28]([C:32]2[CH:33]=[N:34][CH:35]=[CH:36][CH:37]=2)[N:27]=[CH:26]3)=[CH:20][CH:21]=1)=O)C. (5) Given the product [N+:1]([C:4]1[C:12]([NH2:13])=[CH:11][C:7]2[CH2:8][CH2:9][O:10][C:6]=2[CH:5]=1)([O-:3])=[O:2], predict the reactants needed to synthesize it. The reactants are: [N+:1]([C:4]1[C:12]([NH:13]C(=O)C)=[CH:11][C:7]2[CH2:8][CH2:9][O:10][C:6]=2[CH:5]=1)([O-:3])=[O:2].[CH]Cl.N. (6) The reactants are: [NH2:1][C:2]1[CH:7]=[CH:6][CH:5]=[CH:4][C:3]=1[S:8]([NH:11][C:12]1[CH:13]=[N:14][C:15]([O:20][CH3:21])=[C:16]([O:18][CH3:19])[CH:17]=1)(=[O:10])=[O:9].[C:22](N1C=CN=C1)(N1C=CN=C1)=[O:23].C(N(CC)CC)C. Given the product [CH3:19][O:18][C:16]1[CH:17]=[C:12]([N:11]2[C:22](=[O:23])[NH:1][C:2]3[CH:7]=[CH:6][CH:5]=[CH:4][C:3]=3[S:8]2(=[O:10])=[O:9])[CH:13]=[N:14][C:15]=1[O:20][CH3:21], predict the reactants needed to synthesize it. (7) Given the product [Cl:1][C:2]1[CH:3]=[CH:4][C:5]([N+:10]([O-:12])=[O:11])=[C:6]([CH:15]([O:16][CH3:17])[O:14][CH3:13])[CH:9]=1, predict the reactants needed to synthesize it. The reactants are: [Cl:1][C:2]1[CH:3]=[CH:4][C:5]([N+:10]([O-:12])=[O:11])=[C:6]([CH:9]=1)C=O.[CH3:13][O:14][CH:15](OC)[O:16][CH3:17].CC1C=CC(S(O)(=O)=O)=CC=1.C([O-])([O-])=O.[Na+].[Na+].